From a dataset of Full USPTO retrosynthesis dataset with 1.9M reactions from patents (1976-2016). Predict the reactants needed to synthesize the given product. (1) Given the product [Br:1][C:2]1[CH:3]=[C:4]([O:10][CH3:11])[C:5]([O:9][C:12]2[CH:17]=[CH:16][CH:15]=[CH:14][CH:13]=2)=[CH:6][C:7]=1[F:8], predict the reactants needed to synthesize it. The reactants are: [Br:1][C:2]1[C:7]([F:8])=[CH:6][C:5]([OH:9])=[C:4]([O:10][CH3:11])[CH:3]=1.[C:12]1(B(O)O)[CH:17]=[CH:16][CH:15]=[CH:14][CH:13]=1.C(Cl)Cl. (2) Given the product [N+:15]([C:5]1[CH:6]=[C:1]([CH2:11][C:12]([OH:14])=[O:13])[C:2]([CH2:7][C:8]([OH:10])=[O:9])=[CH:3][CH:4]=1)([O-:17])=[O:16], predict the reactants needed to synthesize it. The reactants are: [C:1]1([CH2:11][C:12]([OH:14])=[O:13])[CH:6]=[CH:5][CH:4]=[CH:3][C:2]=1[CH2:7][C:8]([OH:10])=[O:9].[N+:15]([O-])([OH:17])=[O:16]. (3) The reactants are: [NH2:1][C:2]1[CH:7]=[C:6]([Br:8])[N:5]=[CH:4][C:3]=1/[CH:9]=[CH:10]/[C:11](=O)[CH3:12].C[S-].[Na+].IC. Given the product [Br:8][C:6]1[CH:7]=[C:2]2[C:3]([CH:9]=[CH:10][C:11]([CH3:12])=[N:1]2)=[CH:4][N:5]=1, predict the reactants needed to synthesize it.